From a dataset of Peptide-MHC class II binding affinity with 134,281 pairs from IEDB. Regression. Given a peptide amino acid sequence and an MHC pseudo amino acid sequence, predict their binding affinity value. This is MHC class II binding data. (1) The peptide sequence is DGNRSYRIMRQIEGL. The MHC is DRB1_0101 with pseudo-sequence DRB1_0101. The binding affinity (normalized) is 0.823. (2) The peptide sequence is DVKFPGGGQIVGGVY. The MHC is HLA-DQA10501-DQB10301 with pseudo-sequence HLA-DQA10501-DQB10301. The binding affinity (normalized) is 0.750.